This data is from Reaction yield outcomes from USPTO patents with 853,638 reactions. The task is: Predict the reaction yield, written as a fraction of the theoretical maximum amount of product (1.0 means a 100% yield; for example, 0.34 means a 34% yield). (1) The reactants are [O:1]1[CH:5]=[C:4]([C:6](Cl)=[O:7])[N:3]=[CH:2]1.[NH2:9][C:10]1[S:11][C:12]2[CH:18]=[C:17]([O:19][C:20]3[CH:21]=[CH:22][C:23]([CH3:40])=[C:24]([NH:26][C:27](=[O:39])[C:28]4[CH:33]=[CH:32][CH:31]=[C:30]([C:34]([C:37]#[N:38])([CH3:36])[CH3:35])[CH:29]=4)[CH:25]=3)[CH:16]=[CH:15][C:13]=2[N:14]=1. The catalyst is N1C=CC=CC=1. The product is [C:37]([C:34]([C:30]1[CH:29]=[C:28]([CH:33]=[CH:32][CH:31]=1)[C:27]([NH:26][C:24]1[CH:25]=[C:20]([CH:21]=[CH:22][C:23]=1[CH3:40])[O:19][C:17]1[CH:16]=[CH:15][C:13]2[N:14]=[C:10]([NH:9][C:6]([C:4]3[N:3]=[CH:2][O:1][CH:5]=3)=[O:7])[S:11][C:12]=2[CH:18]=1)=[O:39])([CH3:36])[CH3:35])#[N:38]. The yield is 0.290. (2) The reactants are [O:1]1[CH:6]=[CH:5][CH2:4][CH2:3][C:2]1=[O:7].[CH2:8](O)[C:9]#[C:10][CH2:11][OH:12].CC1C=CC(S(O)(=O)=O)=CC=1.C(=O)(O)[O-].[Na+].C(=O)([O-])[O-].[K+].[K+]. The catalyst is ClCCl.O. The product is [O:1]1[CH2:6][CH2:5][CH2:4][CH2:3][CH:2]1[O:7][CH2:8][C:9]#[C:10][CH2:11][OH:12]. The yield is 0.390. (3) The reactants are Cl.[NH2:2][OH:3].C[O-].[Na+].[C:7]([O:11][C:12]([NH:14][CH2:15][C@H:16]([NH:21][C:22]([C:24]1[CH:29]=[CH:28][C:27]([C:30]#[C:31][C:32]2[CH:37]=[CH:36][C:35]([NH:38][C:39](=[O:49])[CH2:40][NH:41][C:42]([O:44][C:45]([CH3:48])([CH3:47])[CH3:46])=[O:43])=[CH:34][CH:33]=2)=[CH:26][CH:25]=1)=[O:23])[C:17]([O:19]C)=O)=[O:13])([CH3:10])([CH3:9])[CH3:8]. The catalyst is CO.C1COCC1.C(Cl)(Cl)Cl.CC(O)C. The product is [OH:3][NH:2][C:17]([C@@H:16]([NH:21][C:22]([C:24]1[CH:29]=[CH:28][C:27]([C:30]#[C:31][C:32]2[CH:33]=[CH:34][C:35]([NH:38][C:39](=[O:49])[CH2:40][NH:41][C:42]([O:44][C:45]([CH3:48])([CH3:46])[CH3:47])=[O:43])=[CH:36][CH:37]=2)=[CH:26][CH:25]=1)=[O:23])[CH2:15][NH:14][C:12]([O:11][C:7]([CH3:9])([CH3:8])[CH3:10])=[O:13])=[O:19]. The yield is 0.640. (4) The product is [CH2:1]([NH:3][C:4]([NH:6][C:7]1[CH:8]=[C:9]([NH:10][C:15]2[N:20]=[C:19]([NH:10][C:9]3[CH:11]=[CH:12][CH:13]=[C:7]([NH:6][C:4]([NH:3][CH2:1][CH3:2])=[O:5])[CH:8]=3)[C:18]([F:22])=[CH:17][N:16]=2)[CH:11]=[CH:12][CH:13]=1)=[O:5])[CH3:2]. The reactants are [CH2:1]([NH:3][C:4]([NH:6][C:7]1[CH:8]=[C:9]([CH:11]=[CH:12][CH:13]=1)[NH2:10])=[O:5])[CH3:2].Cl[C:15]1[N:20]=[C:19](Cl)[C:18]([F:22])=[CH:17][N:16]=1. No catalyst specified. The yield is 0.660.